This data is from Full USPTO retrosynthesis dataset with 1.9M reactions from patents (1976-2016). The task is: Predict the reactants needed to synthesize the given product. (1) The reactants are: [CH2:1]([CH:3]([CH2:19][CH3:20])[CH:4]([C:6]1[N:10]([CH2:11][C:12]2[CH:17]=[CH:16][C:15]([F:18])=[CH:14][CH:13]=2)[N:9]=[CH:8][N:7]=1)O)[CH3:2].[N-:21]=[N+:22]=[N-:23].[Na+]. Given the product [N:21]([CH:4]([C:6]1[N:10]([CH2:11][C:12]2[CH:17]=[CH:16][C:15]([F:18])=[CH:14][CH:13]=2)[N:9]=[CH:8][N:7]=1)[CH:3]([CH2:19][CH3:20])[CH2:1][CH3:2])=[N+:22]=[N-:23], predict the reactants needed to synthesize it. (2) Given the product [CH3:1][C:2]([CH3:7])([CH3:6])[C:3]([C:16]1[N:12]2[CH2:11][CH2:10][N:9]([CH3:8])[C:17]3([CH2:22][CH2:21][N:20]([C:23]([O:25][C:26]([CH3:28])([CH3:27])[CH3:29])=[O:24])[CH2:19][CH2:18]3)[C:13]2=[CH:14][CH:15]=1)=[O:4], predict the reactants needed to synthesize it. The reactants are: [CH3:1][C:2]([CH3:7])([CH3:6])[C:3](Cl)=[O:4].[CH3:8][N:9]1[C:17]2([CH2:22][CH2:21][N:20]([C:23]([O:25][C:26]([CH3:29])([CH3:28])[CH3:27])=[O:24])[CH2:19][CH2:18]2)[C:13]2=[CH:14][CH:15]=[CH:16][N:12]2[CH2:11][CH2:10]1.C1CN2C(=NCCC2)C1.ClC(Cl)C. (3) Given the product [F:11][C:12]1[CH:29]=[CH:28][CH:27]=[CH:26][C:13]=1[CH2:14][N:15]1[C:19]2=[N:20][CH:21]=[CH:22][CH:23]=[C:18]2[C:17]([C:24](=[N:2][OH:3])[NH2:25])=[N:16]1, predict the reactants needed to synthesize it. The reactants are: Cl.[NH2:2][OH:3].C(N(CC)CC)C.[F:11][C:12]1[CH:29]=[CH:28][CH:27]=[CH:26][C:13]=1[CH2:14][N:15]1[C:19]2=[N:20][CH:21]=[CH:22][CH:23]=[C:18]2[C:17]([C:24]#[N:25])=[N:16]1.O. (4) Given the product [Cl:8][C:6]1[N:5]=[CH:4][N:3]=[C:2]([NH:13][C:12]2[CH:14]=[CH:15][C:16]([N:17]3[CH2:22][CH2:21][N:20]([CH:23]4[CH2:26][O:25][CH2:24]4)[CH2:19][CH2:18]3)=[C:10]([CH3:9])[CH:11]=2)[N:7]=1, predict the reactants needed to synthesize it. The reactants are: Cl[C:2]1[N:7]=[C:6]([Cl:8])[N:5]=[CH:4][N:3]=1.[CH3:9][C:10]1[CH:11]=[C:12]([CH:14]=[CH:15][C:16]=1[N:17]1[CH2:22][CH2:21][N:20]([CH:23]2[CH2:26][O:25][CH2:24]2)[CH2:19][CH2:18]1)[NH2:13].C(N(CC)C(C)C)(C)C.